Predict which catalyst facilitates the given reaction. From a dataset of Catalyst prediction with 721,799 reactions and 888 catalyst types from USPTO. (1) Reactant: [H-].[Na+].[CH2:3]([O:10][CH2:11][C:12]([CH3:18])([CH3:17])[C:13]([O:15]C)=O)[C:4]1[CH:9]=[CH:8][CH:7]=[CH:6][CH:5]=1.[C:19](#[N:21])[CH3:20].Cl. Product: [CH2:3]([O:10][CH2:11][C:12]([CH3:18])([CH3:17])[C:13](=[O:15])[CH2:20][C:19]#[N:21])[C:4]1[CH:5]=[CH:6][CH:7]=[CH:8][CH:9]=1. The catalyst class is: 11. (2) Reactant: [CH3:1][O:2][C:3]1[CH:4]=[C:5]([CH:8]=[CH:9][C:10]=1[N:11]1[CH:15]=[C:14]([CH3:16])[N:13]=[CH:12]1)[CH:6]=O.N1CCCCC1.[F:23][C:24]1[CH:29]=[CH:28][C:27]([C@@H:30]([N:32]2[CH2:37][CH2:36][CH2:35][CH:34](C(O)=O)[C:33]2=[O:41])[CH3:31])=[CH:26][CH:25]=1.O. Product: [F:23][C:24]1[CH:25]=[CH:26][C:27]([C@@H:30]([N:32]2[CH2:37][CH2:36][CH2:35]/[C:34](=[CH:6]\[C:5]3[CH:8]=[CH:9][C:10]([N:11]4[CH:15]=[C:14]([CH3:16])[N:13]=[CH:12]4)=[C:3]([O:2][CH3:1])[CH:4]=3)/[C:33]2=[O:41])[CH3:31])=[CH:28][CH:29]=1. The catalyst class is: 300. (3) Reactant: [Br:1][C:2]1[CH:3]=[C:4]2[C:9](=[CH:10][CH:11]=1)[N:8]=[C:7](Cl)[C:6]1[C:13](=[O:20])[C:14]3[C:19]([C:5]2=1)=[CH:18][CH:17]=[CH:16][CH:15]=3.[O:21]1CCC[CH2:22]1.CO.C[O-].[Na+]. Product: [Br:1][C:2]1[CH:3]=[C:4]2[C:9](=[CH:10][CH:11]=1)[N:8]=[C:7]([O:21][CH3:22])[C:6]1[C:13](=[O:20])[C:14]3[C:19]([C:5]2=1)=[CH:18][CH:17]=[CH:16][CH:15]=3. The catalyst class is: 4. (4) Reactant: [CH3:1][C:2]1([CH3:34])[NH:7][C:6](=[O:8])[C:5]2[S:9][C:10]([N:12]3[C:17]4[CH:18]=[C:19]([C:22]5[CH:23]=[N:24][N:25]([CH2:27][C:28]6[CH:29]=[N:30][CH:31]=[CH:32][CH:33]=6)[CH:26]=5)[CH:20]=[CH:21][C:16]=4[O:15][CH2:14][CH2:13]3)=[N:11][C:4]=2[CH2:3]1.C(OO)(=[O:37])C. Product: [CH3:1][C:2]1([CH3:34])[NH:7][C:6](=[O:8])[C:5]2[S:9][C:10]([N:12]3[C:17]4[CH:18]=[C:19]([C:22]5[CH:23]=[N:24][N:25]([CH2:27][C:28]6[CH:29]=[N+:30]([O-:37])[CH:31]=[CH:32][CH:33]=6)[CH:26]=5)[CH:20]=[CH:21][C:16]=4[O:15][CH2:14][CH2:13]3)=[N:11][C:4]=2[CH2:3]1. The catalyst class is: 2. (5) Reactant: [CH3:1][C:2]1([CH3:17])[CH2:7][C:6]([CH3:9])([CH3:8])[CH2:5][C:4]([C:10]2[CH:15]=[CH:14][CH:13]=[CH:12][C:11]=2[OH:16])=[CH:3]1. Product: [CH3:1][C:2]1([CH3:17])[CH2:7][C:6]([CH3:8])([CH3:9])[CH2:5][CH:4]([C:10]2[CH:15]=[CH:14][CH:13]=[CH:12][C:11]=2[OH:16])[CH2:3]1. The catalyst class is: 19. (6) Reactant: [NH2:1][C@H:2]1[CH2:8][CH:7]=[CH:6][C@@H:5]([C:9]2[CH:14]=[CH:13][CH:12]=[CH:11][CH:10]=2)[N:4]([CH:15]2[CH2:19][CH2:18][CH2:17][CH2:16]2)[C:3]1=[O:20].[F:21][C:22]1[CH:23]=[C:24]([CH2:29][C:30]([NH:32][C@H:33]([C:35]([OH:37])=[O:36])[CH3:34])=[O:31])[CH:25]=[C:26]([F:28])[CH:27]=1.C1C=CC2N(O)N=NC=2C=1.CCN=C=NCCCN(C)C.Cl.CN1CCOCC1. Product: [CH:15]1([N:4]2[C@H:5]([C:9]3[CH:10]=[CH:11][CH:12]=[CH:13][CH:14]=3)[CH:6]=[CH:7][CH2:8][C@H:2]([NH:1][C:35](=[O:36])[C@H:33]([CH3:34])[NH:32][C:30](=[O:31])[CH2:29][C:24]3[CH:25]=[C:26]([F:28])[CH:27]=[C:22]([F:21])[CH:23]=3)[C:3]2=[O:20])[CH2:19][CH2:18][CH2:17][CH2:16]1.[CH:15]1([N:4]2[C@@H:5]([C:9]3[CH:14]=[CH:13][CH:12]=[CH:11][CH:10]=3)[CH:6]=[CH:7][CH2:8][C@@H:2]([NH:1][C:35](=[O:37])[C@H:33]([CH3:34])[NH:32][C:30](=[O:31])[CH2:29][C:24]3[CH:25]=[C:26]([F:28])[CH:27]=[C:22]([F:21])[CH:23]=3)[C:3]2=[O:20])[CH2:16][CH2:17][CH2:18][CH2:19]1. The catalyst class is: 2.